Dataset: Forward reaction prediction with 1.9M reactions from USPTO patents (1976-2016). Task: Predict the product of the given reaction. Given the reactants C1(S([N:10]2[C:14]3=[N:15][CH:16]=[CH:17][C:18]([C:19]4[CH:24]=[CH:23][C:22]([S:25]([N:28]5[CH2:32][CH2:31][CH2:30][CH2:29]5)(=[O:27])=[O:26])=[CH:21][CH:20]=4)=[C:13]3[CH:12]=[CH:11]2)(=O)=O)C=CC=CC=1.[Li+].CC([N-]C(C)C)C.CCCCCCC.C1C[O:51][CH2:50][CH2:49]1.C(C1C=CC=CC=1)C.C(OC(=O)C)(=O)C, predict the reaction product. The product is: [N:28]1([S:25]([C:22]2[CH:21]=[CH:20][C:19]([C:18]3[CH:17]=[CH:16][N:15]=[C:14]4[NH:10][C:11]([C:50](=[O:51])[CH3:49])=[CH:12][C:13]=34)=[CH:24][CH:23]=2)(=[O:27])=[O:26])[CH2:29][CH2:30][CH2:31][CH2:32]1.